From a dataset of Full USPTO retrosynthesis dataset with 1.9M reactions from patents (1976-2016). Predict the reactants needed to synthesize the given product. (1) Given the product [CH2:10]([O:17][C:18]1[CH:23]=[CH:22][N:21]([C:24]2[S:25][C:26]([C:30]([NH:9][CH2:8][C:6]3[O:7][C:3]([C:2]#[N:1])=[CH:4][CH:5]=3)=[O:31])=[C:27]([CH3:29])[N:28]=2)[C:20](=[O:33])[CH:19]=1)[C:11]1[CH:16]=[CH:15][CH:14]=[CH:13][CH:12]=1, predict the reactants needed to synthesize it. The reactants are: [NH2:1][CH2:2][C:3]1[O:7][C:6]([C:8]#[N:9])=[CH:5][CH:4]=1.[CH2:10]([O:17][C:18]1[CH:23]=[CH:22][N:21]([C:24]2[S:25][C:26]([C:30](O)=[O:31])=[C:27]([CH3:29])[N:28]=2)[C:20](=[O:33])[CH:19]=1)[C:11]1[CH:16]=[CH:15][CH:14]=[CH:13][CH:12]=1. (2) Given the product [C:20]1([C:18]([N:15]2[CH2:16][CH2:17][N:12]([C:9]3[CH:10]=[CH:11][C:6]([O:5][CH2:4][CH2:3][CH2:2][N:26]4[CH2:30][CH2:29][CH2:28][CH2:27]4)=[CH:7][CH:8]=3)[CH2:13][CH2:14]2)=[O:19])[CH:25]=[CH:24][CH:23]=[CH:22][CH:21]=1, predict the reactants needed to synthesize it. The reactants are: Cl[CH2:2][CH2:3][CH2:4][O:5][C:6]1[CH:11]=[CH:10][C:9]([N:12]2[CH2:17][CH2:16][N:15]([C:18]([C:20]3[CH:25]=[CH:24][CH:23]=[CH:22][CH:21]=3)=[O:19])[CH2:14][CH2:13]2)=[CH:8][CH:7]=1.[NH:26]1[CH2:30][CH2:29][CH2:28][CH2:27]1. (3) Given the product [O:24]=[C:23]1[N:22]([C:16]2[CH:21]=[CH:20][CH:19]=[CH:18][CH:17]=2)[C:4](=[O:6])[C:3]2[C:2](=[CH:11][C:10]([C:12]([O:14][CH3:15])=[O:13])=[CH:9][CH:8]=2)[NH:25]1, predict the reactants needed to synthesize it. The reactants are: Br[C:2]1[CH:11]=[C:10]([C:12]([O:14][CH3:15])=[O:13])[CH:9]=[CH:8][C:3]=1[C:4]([O:6]C)=O.[C:16]1([NH:22][C:23]([NH2:25])=[O:24])[CH:21]=[CH:20][CH:19]=[CH:18][CH:17]=1. (4) The reactants are: [Si]([O:8][CH2:9][CH2:10][N:11]1[CH2:16][CH2:15][C@H:14]([NH:17][C:18](=[O:24])[O:19][C:20]([CH3:23])([CH3:22])[CH3:21])[C@H:13]([F:25])[CH2:12]1)(C(C)(C)C)(C)C.[F-].C([N+](CCCC)(CCCC)CCCC)CCC. Given the product [C:20]([O:19][C:18](=[O:24])[NH:17][C@H:14]1[CH2:15][CH2:16][N:11]([CH2:10][CH2:9][OH:8])[CH2:12][C@H:13]1[F:25])([CH3:23])([CH3:21])[CH3:22], predict the reactants needed to synthesize it.